Dataset: Peptide-MHC class II binding affinity with 134,281 pairs from IEDB. Task: Regression. Given a peptide amino acid sequence and an MHC pseudo amino acid sequence, predict their binding affinity value. This is MHC class II binding data. (1) The peptide sequence is KKDLISYGGGWRLSA. The MHC is DRB4_0101 with pseudo-sequence DRB4_0103. The binding affinity (normalized) is 0.247. (2) The peptide sequence is INKWQVVAPQLPADL. The MHC is DRB1_0101 with pseudo-sequence DRB1_0101. The binding affinity (normalized) is 0.492. (3) The peptide sequence is KQELDEISTNIRQAG. The MHC is DRB1_0901 with pseudo-sequence DRB1_0901. The binding affinity (normalized) is 0.0291. (4) The peptide sequence is EKKYWAATQFEPLAA. The MHC is HLA-DPA10201-DPB10501 with pseudo-sequence HLA-DPA10201-DPB10501. The binding affinity (normalized) is 0.621.